This data is from Forward reaction prediction with 1.9M reactions from USPTO patents (1976-2016). The task is: Predict the product of the given reaction. (1) Given the reactants [CH3:1][C:2]([CH3:58])([CH2:10][C:11]([O:13][C@H:14]1[CH2:31][CH2:30][C@@:29]2([CH3:32])[C@@H:16]([CH2:17][CH2:18][C@:19]3([CH3:55])[C@@H:28]2[CH2:27][CH2:26][C@H:25]2[C@@:20]3([CH3:54])[CH2:21][CH2:22][C@@:23]3(/[CH:40]=[CH:41]/[C:42]([NH:44][C@H:45]([C:47]4[CH:52]=[CH:51][CH:50]=[C:49]([Cl:53])[CH:48]=4)[CH3:46])=[O:43])[CH2:35][C:34](=[O:36])[C:33]([CH:37]([CH3:39])[CH3:38])=[C:24]32)[C:15]1([CH3:57])[CH3:56])=[O:12])[C:3]([O:5]C(C)(C)C)=[O:4].C(O)(C(F)(F)F)=O, predict the reaction product. The product is: [Cl:53][C:49]1[CH:48]=[C:47]([C@@H:45]([NH:44][C:42](=[O:43])/[CH:41]=[CH:40]/[C@:23]23[CH2:35][C:34](=[O:36])[C:33]([CH:37]([CH3:39])[CH3:38])=[C:24]2[C@@H:25]2[C@@:20]([CH3:54])([CH2:21][CH2:22]3)[C@@:19]3([CH3:55])[C@@H:28]([C@:29]4([CH3:32])[C@@H:16]([CH2:17][CH2:18]3)[C:15]([CH3:56])([CH3:57])[C@@H:14]([O:13][C:11](=[O:12])[CH2:10][C:2]([CH3:1])([CH3:58])[C:3]([OH:5])=[O:4])[CH2:31][CH2:30]4)[CH2:27][CH2:26]2)[CH3:46])[CH:52]=[CH:51][CH:50]=1. (2) Given the reactants [CH2:1]([N:8]1[CH:17]=[C:16](Br)[C:15]2[C:10](=[CH:11][CH:12]=[C:13]([C:19]3[CH:20]=[C:21]([CH:26]=[CH:27][C:28]=3[CH3:29])[C:22]([O:24][CH3:25])=[O:23])[CH:14]=2)[C:9]1=[O:30])[C:2]1[CH:7]=[CH:6][CH:5]=[CH:4][CH:3]=1.[CH3:31][N:32]([CH:39]1CCCCC1)[CH:33]1CCC[CH2:35][CH2:34]1, predict the reaction product. The product is: [CH2:1]([N:8]1[CH:17]=[C:16]([CH2:35][CH2:34][CH2:33][N:32]([CH3:39])[CH3:31])[C:15]2[C:10](=[CH:11][CH:12]=[C:13]([C:19]3[CH:20]=[C:21]([CH:26]=[CH:27][C:28]=3[CH3:29])[C:22]([O:24][CH3:25])=[O:23])[CH:14]=2)[C:9]1=[O:30])[C:2]1[CH:7]=[CH:6][CH:5]=[CH:4][CH:3]=1. (3) Given the reactants [N:1]1([C:6]([C:8]2[CH:13]=[CH:12][C:11](B(O)O)=[CH:10][CH:9]=2)=[O:7])[CH2:5][CH2:4][CH2:3][CH2:2]1.O.O.P([O-])([O-])([O-])=O.[K+].[K+].[K+].Cl[C:28]1[N:33]=[C:32]2[N:34]([CH:43]3[CH2:48][CH2:47][CH2:46][CH2:45][O:44]3)[N:35]=[C:36]([C:37]3[CH:42]=[CH:41][CH:40]=[CH:39][CH:38]=3)[C:31]2=[C:30]([CH:49]([F:51])[F:50])[CH:29]=1, predict the reaction product. The product is: [F:51][CH:49]([F:50])[C:30]1[CH:29]=[C:28]([C:11]2[CH:12]=[CH:13][C:8]([C:6]([N:1]3[CH2:5][CH2:4][CH2:3][CH2:2]3)=[O:7])=[CH:9][CH:10]=2)[N:33]=[C:32]2[N:34]([CH:43]3[CH2:48][CH2:47][CH2:46][CH2:45][O:44]3)[N:35]=[C:36]([C:37]3[CH:42]=[CH:41][CH:40]=[CH:39][CH:38]=3)[C:31]=12. (4) Given the reactants Br[C:2]1[CH:8]=[CH:7][C:5]([NH2:6])=[C:4]([F:9])[CH:3]=1.[CH:10]1([CH2:15]/[CH:16]=[CH:17]/B2OC(C)(C)C(C)(C)O2)[CH2:14][CH2:13][CH2:12][CH2:11]1.O1C=CC=C1P(C1OC=CC=1)C1OC=CC=1.C(=O)([O-])[O-].[Cs+].[Cs+], predict the reaction product. The product is: [CH:10]1([CH2:15]/[CH:16]=[CH:17]/[C:2]2[CH:8]=[CH:7][C:5]([NH2:6])=[C:4]([F:9])[CH:3]=2)[CH2:14][CH2:13][CH2:12][CH2:11]1. (5) Given the reactants [NH2:1][C@H:2]1[C@H:7]2[C@@H:3]1[O:4][C:5]1[CH:11]=[CH:10][C:9]([O:12][C:13]3[CH:22]=[CH:21][N:20]=[C:19]4[C:14]=3[CH2:15][CH2:16][C:17](=[O:23])[NH:18]4)=[CH:8][C:6]=12.[CH3:24][N:25]([CH3:46])[C@@H:26]1[CH2:31][CH2:30][CH2:29][N:28]([CH2:32][C:33]2[CH:41]=[CH:40][C:36]([C:37](O)=[O:38])=[CH:35][C:34]=2[C:42]([F:45])([F:44])[F:43])[CH2:27]1.CCN(C(C)C)C(C)C.CN(C(ON1N=NC2C=CC=NC1=2)=[N+](C)C)C.F[P-](F)(F)(F)(F)F, predict the reaction product. The product is: [CH3:24][N:25]([CH3:46])[C@@H:26]1[CH2:31][CH2:30][CH2:29][N:28]([CH2:32][C:33]2[CH:41]=[CH:40][C:36]([C:37]([NH:1][C@H:2]3[C@H:7]4[C@@H:3]3[O:4][C:5]3[CH:11]=[CH:10][C:9]([O:12][C:13]5[C:14]6[CH2:15][CH2:16][C:17](=[O:23])[NH:18][C:19]=6[N:20]=[CH:21][CH:22]=5)=[CH:8][C:6]=34)=[O:38])=[CH:35][C:34]=2[C:42]([F:45])([F:43])[F:44])[CH2:27]1. (6) The product is: [Cl:36][C:37]1[CH:42]=[CH:41][C:40]([CH:43]2[CH2:44][CH2:45][N:46]([CH2:2][C:3]3[CH:12]=[N:11][C:10]4[N:9]5[CH2:13][CH2:14][S:15][CH2:16][CH:8]5[C:7](=[O:17])[NH:6][C:5]=4[CH:4]=3)[CH2:47][CH2:48]2)=[CH:39][CH:38]=1. Given the reactants O[CH2:2][C:3]1[CH:12]=[N:11][C:10]2[N:9]3[CH2:13][CH2:14][S:15][CH2:16][CH:8]3[C:7](=[O:17])[NH:6][C:5]=2[CH:4]=1.[I-].C(C[P+](C)(C)C)#N.C(N(C(C)C)C(C)C)C.Cl.[Cl:36][C:37]1[CH:42]=[CH:41][C:40]([CH:43]2[CH2:48][CH2:47][NH:46][CH2:45][CH2:44]2)=[CH:39][CH:38]=1, predict the reaction product. (7) Given the reactants S(Cl)(Cl)=O.[CH2:5]([N:7]1[C:11]2=[N:12][C:13]([CH2:25][CH3:26])=[C:14]([CH2:23]O)[C:15]([NH:16][CH:17]3[CH2:22][CH2:21][O:20][CH2:19][CH2:18]3)=[C:10]2[CH:9]=[N:8]1)[CH3:6].[N-:27]=[N+:28]=[N-:29].[Na+].C(=O)(O)[O-].[Na+], predict the reaction product. The product is: [N:27]([CH2:23][C:14]1[C:13]([CH2:25][CH3:26])=[N:12][C:11]2[N:7]([CH2:5][CH3:6])[N:8]=[CH:9][C:10]=2[C:15]=1[NH:16][CH:17]1[CH2:22][CH2:21][O:20][CH2:19][CH2:18]1)=[N+:28]=[N-:29].